Dataset: Forward reaction prediction with 1.9M reactions from USPTO patents (1976-2016). Task: Predict the product of the given reaction. Given the reactants [N+:1]([C:4]1[CH:8]=[CH:7][NH:6][CH:5]=1)([O-:3])=[O:2].N12CCCN=C1CCCCC2.[C:20]1([CH2:26][S:27](Cl)(=[O:29])=[O:28])[CH:25]=[CH:24][CH:23]=[CH:22][CH:21]=1, predict the reaction product. The product is: [CH2:26]([S:27]([N:6]1[CH:7]=[CH:8][C:4]([N+:1]([O-:3])=[O:2])=[CH:5]1)(=[O:29])=[O:28])[C:20]1[CH:25]=[CH:24][CH:23]=[CH:22][CH:21]=1.